From a dataset of Full USPTO retrosynthesis dataset with 1.9M reactions from patents (1976-2016). Predict the reactants needed to synthesize the given product. (1) Given the product [Br:22][CH2:20][C:19]([C:7]1[CH:8]=[C:9]([N:13]2[CH2:14][CH2:15][O:16][CH2:17][CH2:18]2)[C:10]([O:11][CH3:12])=[C:5]([C:1]([CH3:4])([CH3:2])[CH3:3])[CH:6]=1)=[O:21], predict the reactants needed to synthesize it. The reactants are: [C:1]([C:5]1[CH:6]=[C:7]([C:19](=[O:21])[CH3:20])[CH:8]=[C:9]([N:13]2[CH2:18][CH2:17][O:16][CH2:15][CH2:14]2)[C:10]=1[O:11][CH3:12])([CH3:4])([CH3:3])[CH3:2].[Br:22]N1C(=O)CCC1=O.CCOCC. (2) Given the product [F:18][C:17]1[CH:16]=[CH:15][CH:14]=[C:13]([C:19]2[N:20]=[CH:21][CH:22]=[CH:23][N:24]=2)[C:12]=1[C:10]([N:4]1[CH2:5][CH2:6][CH2:7][C@@H:8]([CH3:9])[C@H:3]1[CH2:2][NH:1][C:26]1[CH:31]=[CH:30][C:29]([C:32]([F:35])([F:34])[F:33])=[CH:28][N:27]=1)=[O:11], predict the reactants needed to synthesize it. The reactants are: [NH2:1][CH2:2][C@@H:3]1[C@H:8]([CH3:9])[CH2:7][CH2:6][CH2:5][N:4]1[C:10]([C:12]1[C:17]([F:18])=[CH:16][CH:15]=[CH:14][C:13]=1[C:19]1[N:24]=[CH:23][CH:22]=[CH:21][N:20]=1)=[O:11].F[C:26]1[CH:31]=[CH:30][C:29]([C:32]([F:35])([F:34])[F:33])=[CH:28][N:27]=1. (3) Given the product [Cl:1][C:2]1[N:3]=[C:4]([NH:13][C:19](=[O:20])[O:21][C:22]([CH3:25])([CH3:24])[CH3:23])[CH:5]=[CH:6][CH:7]=1, predict the reactants needed to synthesize it. The reactants are: [Cl:1][C:2]1[CH:7]=[CH:6][C:5](N)=[CH:4][N:3]=1.C[Si]([N-:13][Si](C)(C)C)(C)C.[Na+].[C:19](O[C:19]([O:21][C:22]([CH3:25])([CH3:24])[CH3:23])=[O:20])([O:21][C:22]([CH3:25])([CH3:24])[CH3:23])=[O:20]. (4) Given the product [CH:12]1([CH2:15][NH:11][CH2:10][CH2:9][N:4]2[CH:5]=[C:6]([I:8])[N:7]=[C:3]2[CH2:1][CH3:2])[CH2:14][CH2:13]1, predict the reactants needed to synthesize it. The reactants are: [CH2:1]([C:3]1[N:4]([CH2:9][CH2:10][NH2:11])[CH:5]=[C:6]([I:8])[N:7]=1)[CH3:2].[CH:12]1([CH:15]=O)[CH2:14][CH2:13]1. (5) The reactants are: CS(O)(=O)=O.O=P12OP3(OP(OP(O3)(O1)=O)(=O)O2)=O.[CH2:20]([O:22][C:23](=[O:37])[C:24]([NH:26][CH2:27][CH2:28][C:29]1[CH:34]=[CH:33][CH:32]=[C:31]([O:35][CH3:36])[CH:30]=1)=O)[CH3:21].C([O-])([O-])=O.[K+].[K+]. Given the product [CH3:36][O:35][C:31]1[CH:30]=[C:29]2[C:34](=[CH:33][CH:32]=1)[C:24]([C:23]([O:22][CH2:20][CH3:21])=[O:37])=[N:26][CH2:27][CH2:28]2, predict the reactants needed to synthesize it. (6) Given the product [ClH:39].[CH2:1]([NH:5][C:6](=[O:38])[C@H:7]([CH3:37])[CH2:8][C@H:9]([OH:36])[C@@H:10]([NH2:28])[CH2:11][C@@H:12]([CH:25]([CH3:26])[CH3:27])[CH2:13][C:14]1[CH:19]=[CH:18][C:17]([C:20]([CH3:22])([CH3:23])[CH3:21])=[C:16]([OH:24])[CH:15]=1)[CH2:2][CH2:3][CH3:4], predict the reactants needed to synthesize it. The reactants are: [CH2:1]([NH:5][C:6](=[O:38])[C@H:7]([CH3:37])[CH2:8][C@H:9]([OH:36])[C@@H:10]([NH:28]C(OC(C)(C)C)=O)[CH2:11][C@@H:12]([CH:25]([CH3:27])[CH3:26])[CH2:13][C:14]1[CH:19]=[CH:18][C:17]([C:20]([CH3:23])([CH3:22])[CH3:21])=[C:16]([OH:24])[CH:15]=1)[CH2:2][CH2:3][CH3:4].[ClH:39]. (7) Given the product [NH2:38][C@H:30]([CH2:31][C:32]1[CH:33]=[CH:34][CH:35]=[CH:36][CH:37]=1)[C:29]([N:26]1[CH2:25][CH2:24][CH:23]([N:14]2[N:13]=[C:12]([C:6]3[CH:7]=[CH:8][C:9]([O:10][CH3:11])=[C:4]([O:3][CH3:2])[CH:5]=3)[C@@H:21]3[C@@H:16]([CH2:17][CH2:18][CH2:19][CH2:20]3)[C:15]2=[O:22])[CH2:28][CH2:27]1)=[O:46], predict the reactants needed to synthesize it. The reactants are: Cl.[CH3:2][O:3][C:4]1[CH:5]=[C:6]([C:12]2[C@@H:21]3[C@@H:16]([CH2:17][CH2:18][CH2:19][CH2:20]3)[C:15](=[O:22])[N:14]([CH:23]3[CH2:28][CH2:27][N:26]([C:29](=[O:46])[C@H:30]([NH:38]C(=O)OC(C)(C)C)[CH2:31][C:32]4[CH:37]=[CH:36][CH:35]=[CH:34][CH:33]=4)[CH2:25][CH2:24]3)[N:13]=2)[CH:7]=[CH:8][C:9]=1[O:10][CH3:11].C(Cl)Cl.